From a dataset of NCI-60 drug combinations with 297,098 pairs across 59 cell lines. Regression. Given two drug SMILES strings and cell line genomic features, predict the synergy score measuring deviation from expected non-interaction effect. (1) Drug 1: CC1=C(N=C(N=C1N)C(CC(=O)N)NCC(C(=O)N)N)C(=O)NC(C(C2=CN=CN2)OC3C(C(C(C(O3)CO)O)O)OC4C(C(C(C(O4)CO)O)OC(=O)N)O)C(=O)NC(C)C(C(C)C(=O)NC(C(C)O)C(=O)NCCC5=NC(=CS5)C6=NC(=CS6)C(=O)NCCC[S+](C)C)O. Drug 2: C#CCC(CC1=CN=C2C(=N1)C(=NC(=N2)N)N)C3=CC=C(C=C3)C(=O)NC(CCC(=O)O)C(=O)O. Cell line: TK-10. Synergy scores: CSS=16.3, Synergy_ZIP=-6.71, Synergy_Bliss=-4.25, Synergy_Loewe=-2.30, Synergy_HSA=-2.40. (2) Drug 1: CC1C(C(=O)NC(C(=O)N2CCCC2C(=O)N(CC(=O)N(C(C(=O)O1)C(C)C)C)C)C(C)C)NC(=O)C3=C4C(=C(C=C3)C)OC5=C(C(=O)C(=C(C5=N4)C(=O)NC6C(OC(=O)C(N(C(=O)CN(C(=O)C7CCCN7C(=O)C(NC6=O)C(C)C)C)C)C(C)C)C)N)C. Drug 2: C1C(C(OC1N2C=NC(=NC2=O)N)CO)O. Cell line: SR. Synergy scores: CSS=24.7, Synergy_ZIP=-5.12, Synergy_Bliss=-3.00, Synergy_Loewe=-0.123, Synergy_HSA=0.289. (3) Drug 1: CC1=C(C(=CC=C1)Cl)NC(=O)C2=CN=C(S2)NC3=CC(=NC(=N3)C)N4CCN(CC4)CCO. Drug 2: CS(=O)(=O)OCCCCOS(=O)(=O)C. Cell line: MCF7. Synergy scores: CSS=11.6, Synergy_ZIP=-1.39, Synergy_Bliss=-1.24, Synergy_Loewe=8.56, Synergy_HSA=0.796. (4) Drug 1: CN1CCC(CC1)COC2=C(C=C3C(=C2)N=CN=C3NC4=C(C=C(C=C4)Br)F)OC. Drug 2: C1CCN(CC1)CCOC2=CC=C(C=C2)C(=O)C3=C(SC4=C3C=CC(=C4)O)C5=CC=C(C=C5)O. Cell line: A498. Synergy scores: CSS=19.2, Synergy_ZIP=0.851, Synergy_Bliss=5.91, Synergy_Loewe=6.98, Synergy_HSA=7.34.